From a dataset of P-glycoprotein inhibition data for predicting drug efflux from Broccatelli et al.. Regression/Classification. Given a drug SMILES string, predict its absorption, distribution, metabolism, or excretion properties. Task type varies by dataset: regression for continuous measurements (e.g., permeability, clearance, half-life) or binary classification for categorical outcomes (e.g., BBB penetration, CYP inhibition). Dataset: pgp_broccatelli. (1) The molecule is N#Cc1c2n(c3c(N4CCN(CCc5ccccc5)CC4)ncnc13)CCCC2. The result is 1 (inhibitor). (2) The drug is CC1(C)S[C@H]2[C@@H](NC(=O)[C@@H](N)c3ccc(O)cc3)C(=O)N2[C@@H]1C(=O)O. The result is 0 (non-inhibitor).